This data is from Full USPTO retrosynthesis dataset with 1.9M reactions from patents (1976-2016). The task is: Predict the reactants needed to synthesize the given product. (1) Given the product [Cl:18][C:14]1[C:8]2[C:9](=[O:10])[NH:4][N:5]=[CH:6][C:7]=2[N:17]=[CH:16][CH:15]=1, predict the reactants needed to synthesize it. The reactants are: C([NH:4]/[N:5]=[CH:6]/[C:7]1[N:17]=[CH:16][CH:15]=[C:14]([Cl:18])[C:8]=1[C:9](OCC)=[O:10])(=O)C.[OH-].[Na+]. (2) Given the product [NH2:19][CH2:18][CH2:17][N:13]1[C:14](=[O:16])[C:15]2[N:7]([CH2:6][C:5]3[CH:4]=[CH:3][C:2]([Cl:1])=[CH:45][CH:44]=3)[C:8]([O:32][C:33]3[CH:38]=[CH:37][CH:36]=[C:35]([O:39][C:40]([F:43])([F:41])[F:42])[CH:34]=3)=[N:9][C:10]=2[N:11]([CH3:31])[C:12]1=[O:30], predict the reactants needed to synthesize it. The reactants are: [Cl:1][C:2]1[CH:45]=[CH:44][C:5]([CH2:6][N:7]2[C:15]3[C:14](=[O:16])[N:13]([CH2:17][CH2:18][N:19]4C(=O)C5C(=CC=CC=5)C4=O)[C:12](=[O:30])[N:11]([CH3:31])[C:10]=3[N:9]=[C:8]2[O:32][C:33]2[CH:38]=[CH:37][CH:36]=[C:35]([O:39][C:40]([F:43])([F:42])[F:41])[CH:34]=2)=[CH:4][CH:3]=1.O.NN. (3) Given the product [F:21][C:19]1[CH:18]=[CH:17][C:16]([N+:22]([O-:24])=[O:23])=[C:15]([NH:13][C:12]2[N:8]([CH3:7])[N:9]=[CH:10][CH:11]=2)[CH:20]=1, predict the reactants needed to synthesize it. The reactants are: CC(C)([O-])C.[K+].[CH3:7][N:8]1[C:12]([NH2:13])=[CH:11][CH:10]=[N:9]1.F[C:15]1[CH:20]=[C:19]([F:21])[CH:18]=[CH:17][C:16]=1[N+:22]([O-:24])=[O:23].[Cl-].[NH4+]. (4) Given the product [Cl:19][C:15]1[CH:14]=[C:13]([CH:11]2[CH2:12][NH:8][CH2:9][CH:10]2[N:20]([CH3:32])[CH2:21][C:22]2[CH:27]=[CH:26][C:25]([C:28]([F:31])([F:29])[F:30])=[CH:24][CH:23]=2)[CH:18]=[CH:17][CH:16]=1, predict the reactants needed to synthesize it. The reactants are: C([N:8]1[CH2:12][CH:11]([C:13]2[CH:18]=[CH:17][CH:16]=[C:15]([Cl:19])[CH:14]=2)[CH:10]([N:20]([CH3:32])[CH2:21][C:22]2[CH:27]=[CH:26][C:25]([C:28]([F:31])([F:30])[F:29])=[CH:24][CH:23]=2)[CH2:9]1)C1C=CC=CC=1.ClC(OCC(Cl)(Cl)Cl)=O. (5) Given the product [Cl:1][C:2]1[CH:7]=[C:6]([CH:8]2[O:9][CH2:10][CH2:11][O:12]2)[CH:5]=[CH:4][C:3]=1[O:13][C:14]1[CH:15]=[C:16]([NH2:21])[C:17]([NH2:18])=[CH:19][CH:20]=1, predict the reactants needed to synthesize it. The reactants are: [Cl:1][C:2]1[CH:7]=[C:6]([CH:8]2[O:12][CH2:11][CH2:10][O:9]2)[CH:5]=[CH:4][C:3]=1[O:13][C:14]1[CH:20]=[CH:19][C:17]([NH2:18])=[C:16]([N+:21]([O-])=O)[CH:15]=1. (6) Given the product [CH3:17][C:5]([OH:4])([CH3:16])[CH2:6][C:7]1[CH:8]=[CH:9][C:10]([N+:13]([O-:15])=[O:14])=[CH:11][CH:12]=1, predict the reactants needed to synthesize it. The reactants are: C([O:4][C:5]([CH3:17])([CH3:16])[CH2:6][C:7]1[CH:12]=[CH:11][C:10]([N+:13]([O-:15])=[O:14])=[CH:9][CH:8]=1)(=O)C.[Li+].[OH-].